Dataset: Full USPTO retrosynthesis dataset with 1.9M reactions from patents (1976-2016). Task: Predict the reactants needed to synthesize the given product. (1) Given the product [Br:20][C:18]1[CH:17]=[CH:16][C:13]2[C:14]3[N:15]=[C:6]([C:4]([OH:5])=[O:3])[S:7][C:8]=3[CH2:9][CH2:10][O:11][C:12]=2[CH:19]=1, predict the reactants needed to synthesize it. The reactants are: C([O:3][C:4]([C:6]1[S:7][C:8]2[CH2:9][CH2:10][O:11][C:12]3[CH:19]=[C:18]([Br:20])[CH:17]=[CH:16][C:13]=3[C:14]=2[N:15]=1)=[O:5])C.CO.O.[OH-].[Na+]. (2) The reactants are: [CH2:1]([O:8][C@H:9]1[C@H:14]([O:15][CH2:16][C:17]2[CH:22]=[CH:21][CH:20]=[CH:19][CH:18]=2)[C@@H:13]([O:23][CH2:24][C:25]2[CH:30]=[CH:29][CH:28]=[CH:27][CH:26]=2)[C@@H:12]([OH:31])[CH:11]=[C:10]1[CH2:32][O:33][CH2:34][C:35]1[CH:40]=[CH:39][CH:38]=[CH:37][CH:36]=1)[C:2]1[CH:7]=[CH:6][CH:5]=[CH:4][CH:3]=1.C1(P(C2C=CC=CC=2)C2C=CC=CC=2)C=CC=CC=1.[Cl:60][C:61]1[CH:66]=[CH:65][C:64](O)=[C:63]([CH2:68][C:69]2[CH:74]=[CH:73][C:72]([CH2:75][CH3:76])=[CH:71][CH:70]=2)[CH:62]=1.CC(OC(/N=N/C(OC(C)C)=O)=O)C. Given the product [CH2:34]([O:33][CH2:32][C:10]1[C@@H:9]([O:8][CH2:1][C:2]2[CH:7]=[CH:6][CH:5]=[CH:4][CH:3]=2)[C@H:14]([O:15][CH2:16][C:17]2[CH:22]=[CH:21][CH:20]=[CH:19][CH:18]=2)[C@@H:13]([O:23][CH2:24][C:25]2[CH:26]=[CH:27][CH:28]=[CH:29][CH:30]=2)[C@H:12]([O:31][C:64]2[CH:65]=[CH:66][C:61]([Cl:60])=[CH:62][C:63]=2[CH2:68][C:69]2[CH:70]=[CH:71][C:72]([CH2:75][CH3:76])=[CH:73][CH:74]=2)[CH:11]=1)[C:35]1[CH:36]=[CH:37][CH:38]=[CH:39][CH:40]=1, predict the reactants needed to synthesize it.